Dataset: Full USPTO retrosynthesis dataset with 1.9M reactions from patents (1976-2016). Task: Predict the reactants needed to synthesize the given product. (1) Given the product [CH3:9][C:10]1[CH:16]=[CH:15][CH:14]=[C:13]([CH3:17])[C:11]=1[N:12]=[CH:7][C:2]1[CH:3]=[CH:4][CH:5]=[CH:6][N:1]=1, predict the reactants needed to synthesize it. The reactants are: [N:1]1[CH:6]=[CH:5][CH:4]=[CH:3][C:2]=1[CH:7]=O.[CH3:9][C:10]1[CH:16]=[CH:15][CH:14]=[C:13]([CH3:17])[C:11]=1[NH2:12]. (2) Given the product [Cl:24][C:7]1[N:8]=[C:3]([C:2]([F:21])([F:20])[F:1])[CH:4]=[C:5]([C:10]2[CH:15]=[CH:14][C:13]([C:16]([F:19])([F:18])[F:17])=[CH:12][CH:11]=2)[N:6]=1, predict the reactants needed to synthesize it. The reactants are: [F:1][C:2]([F:21])([F:20])[C:3]1[NH:8][C:7](=O)[N:6]=[C:5]([C:10]2[CH:15]=[CH:14][C:13]([C:16]([F:19])([F:18])[F:17])=[CH:12][CH:11]=2)[CH:4]=1.P(Cl)(Cl)([Cl:24])=O. (3) The reactants are: [Br:1][C:2]1[N:10]=[CH:9][CH:8]=[CH:7][C:3]=1[C:4]([OH:6])=O. Given the product [Br:1][C:2]1[N:10]=[CH:9][CH:8]=[CH:7][C:3]=1[C:4]([N:10]([CH2:2][CH3:3])[CH2:9][CH3:8])=[O:6], predict the reactants needed to synthesize it. (4) Given the product [Br:1][C:2]1[CH:7]=[C:6]([F:8])[CH:5]=[CH:4][C:3]=1[CH:9]1[C:10]([C:30]([O:32][CH2:33][CH3:34])=[O:31])=[C:11]([CH2:20][N:21]2[CH2:26][CH2:25][O:24][CH2:23][C@H:22]2[C:27](=[O:28])[NH:53][OH:56])[NH:12][C:13]([C:15]2[S:16][CH:17]=[CH:18][N:19]=2)=[N:14]1, predict the reactants needed to synthesize it. The reactants are: [Br:1][C:2]1[CH:7]=[C:6]([F:8])[CH:5]=[CH:4][C:3]=1[CH:9]1[N:14]=[C:13]([C:15]2[S:16][CH:17]=[CH:18][N:19]=2)[NH:12][C:11]([CH2:20][N:21]2[CH2:26][CH2:25][O:24][CH2:23][CH:22]2[C:27](O)=[O:28])=[C:10]1[C:30]([O:32][CH2:33][CH3:34])=[O:31].CCN=C=NCCCN(C)C.Cl.C1C=NC2[N:53]([OH:56])N=NC=2C=1.CCN(C(C)C)C(C)C.[Si](ON)(C(C)(C)C)(C)C. (5) Given the product [CH2:19]([O:20][CH:21]1[C@@H:25]2[CH:26]=[N:27][C:28]3[CH:35]=[C:34]([O:36][CH3:37])[CH:33]=[CH:32][C:29]=3[C:30](=[O:31])[N:24]2[CH2:23][CH2:22]1)[CH2:18][CH2:17][CH2:16][CH2:15][CH2:14][CH2:13][CH2:12][CH2:11][CH2:10][CH2:9][CH2:8][O:52][CH:53]1[C@@H:57]2[CH:58]=[N:59][C:60]3[CH:67]=[C:66]([O:68][CH3:69])[CH:65]=[CH:64][C:61]=3[C:62](=[O:63])[N:56]2[CH2:55][CH2:54]1, predict the reactants needed to synthesize it. The reactants are: C(O)(C(F)(F)F)=O.[CH2:8]([O:52][CH:53]1[C@H:57]2[C@H:58](OC3CCCCO3)[N:59](C(OC(C)(C)C)=O)[C:60]3[CH:67]=[C:66]([O:68][CH3:69])[CH:65]=[CH:64][C:61]=3[C:62](=[O:63])[N:56]2[CH2:55][CH2:54]1)[CH2:9][CH2:10][CH2:11][CH2:12][CH2:13][CH2:14][CH2:15][CH2:16][CH2:17][CH2:18][CH2:19][O:20][CH:21]1[C@H:25]2[C@H:26](OC3CCCCO3)[N:27](C(OC(C)(C)C)=O)[C:28]3[CH:35]=[C:34]([O:36][CH3:37])[CH:33]=[CH:32][C:29]=3[C:30](=[O:31])[N:24]2[CH2:23][CH2:22]1.C([O-])(O)=O.[Na+]. (6) Given the product [NH2:25][C:2]1[C:11]2[C:6](=[CH:7][CH:8]=[C:9]([O:12][CH3:13])[CH:10]=2)[C:5]([N+:14]([O-:16])=[O:15])=[C:4]([C:17]2[CH:22]=[CH:21][C:20]([O:23][CH3:24])=[CH:19][CH:18]=2)[N:3]=1, predict the reactants needed to synthesize it. The reactants are: Cl[C:2]1[C:11]2[C:6](=[CH:7][CH:8]=[C:9]([O:12][CH3:13])[CH:10]=2)[C:5]([N+:14]([O-:16])=[O:15])=[C:4]([C:17]2[CH:22]=[CH:21][C:20]([O:23][CH3:24])=[CH:19][CH:18]=2)[N:3]=1.[NH3:25].